This data is from NCI-60 drug combinations with 297,098 pairs across 59 cell lines. The task is: Regression. Given two drug SMILES strings and cell line genomic features, predict the synergy score measuring deviation from expected non-interaction effect. Drug 1: CN1C(=O)N2C=NC(=C2N=N1)C(=O)N. Drug 2: COCCOC1=C(C=C2C(=C1)C(=NC=N2)NC3=CC=CC(=C3)C#C)OCCOC.Cl. Cell line: SF-268. Synergy scores: CSS=0.777, Synergy_ZIP=0.0498, Synergy_Bliss=-0.0210, Synergy_Loewe=-1.04, Synergy_HSA=-1.35.